From a dataset of Full USPTO retrosynthesis dataset with 1.9M reactions from patents (1976-2016). Predict the reactants needed to synthesize the given product. (1) Given the product [CH3:27][O:28][C:29]1[CH:34]=[CH:33][CH:32]=[CH:31][C:30]=1[O:35][C:2]1[N:7]=[C:6]([N:8]2[CH2:12][CH2:11][CH2:10][CH2:9]2)[C:5]([C:13]([NH:15][CH2:16][C:17]2[CH:22]=[CH:21][C:20]([C:23]([F:26])([F:25])[F:24])=[CH:19][CH:18]=2)=[O:14])=[CH:4][N:3]=1, predict the reactants needed to synthesize it. The reactants are: Cl[C:2]1[N:7]=[C:6]([N:8]2[CH2:12][CH2:11][CH2:10][CH2:9]2)[C:5]([C:13]([NH:15][CH2:16][C:17]2[CH:22]=[CH:21][C:20]([C:23]([F:26])([F:25])[F:24])=[CH:19][CH:18]=2)=[O:14])=[CH:4][N:3]=1.[CH3:27][O:28][C:29]1[CH:34]=[CH:33][CH:32]=[CH:31][C:30]=1[OH:35].CC(C)([O-])C.[K+].O1CCCC1. (2) Given the product [F:1][C:2]1[C:7]([O:8][CH2:23][C:22]#[CH:21])=[CH:6][CH:5]=[CH:4][C:3]=1[CH2:9][NH:10][C:11](=[O:19])[C:12]1[CH:17]=[CH:16][CH:15]=[N:14][C:13]=1[NH2:18], predict the reactants needed to synthesize it. The reactants are: [F:1][C:2]1[C:7]([OH:8])=[CH:6][CH:5]=[CH:4][C:3]=1[CH2:9][NH:10][C:11](=[O:19])[C:12]1[CH:17]=[CH:16][CH:15]=[N:14][C:13]=1[NH2:18].Br[CH2:21][C:22]#[CH:23].C(=O)([O-])[O-].[Cs+].[Cs+].CN(C=O)C. (3) Given the product [Cl:14][C:15]1[CH:16]=[C:17]2[C:21](=[CH:22][CH:23]=1)[NH:20][C:19]([C:24]([NH:2][C@@H:3]1[CH2:12][C:11]3[C:6](=[CH:7][CH:8]=[CH:9][CH:10]=3)[NH:5][C:4]1=[O:13])=[O:25])=[CH:18]2, predict the reactants needed to synthesize it. The reactants are: Cl.[NH2:2][C@@H:3]1[CH2:12][C:11]2[C:6](=[CH:7][CH:8]=[CH:9][CH:10]=2)[NH:5][C:4]1=[O:13].[Cl:14][C:15]1[CH:16]=[C:17]2[C:21](=[CH:22][CH:23]=1)[NH:20][C:19]([C:24](O)=[O:25])=[CH:18]2.ON1C2N=CC=CC=2N=N1.Cl.CN(C)CCCN=C=NCC.C(N(C(C)C)CC)(C)C. (4) Given the product [CH2:28]([O:14][C:13](=[O:15])[C@H:12]([CH2:16][CH2:17][CH2:18][CH2:19][OH:20])[N:11]([C:9]([O:8][CH2:1][C:2]1[CH:3]=[CH:4][CH:5]=[CH:6][CH:7]=1)=[O:10])[CH3:21])[C:29]1[CH:34]=[CH:33][CH:32]=[CH:31][CH:30]=1, predict the reactants needed to synthesize it. The reactants are: [CH2:1]([O:8][C:9]([N:11]([CH3:21])[C@@H:12]([CH2:16][CH2:17][CH2:18][CH2:19][OH:20])[C:13]([OH:15])=[O:14])=[O:10])[C:2]1[CH:7]=[CH:6][CH:5]=[CH:4][CH:3]=1.C(=O)([O-])[O-].[K+].[K+].[CH2:28](Br)[C:29]1[CH:34]=[CH:33][CH:32]=[CH:31][CH:30]=1. (5) Given the product [OH:12][C:6]1([C:10]#[N:11])[CH2:7][CH2:8][CH2:9][CH:5]1[O:4][CH2:3][O:2][CH3:1], predict the reactants needed to synthesize it. The reactants are: [CH3:1][O:2][CH2:3][O:4][CH:5]1[CH2:9][CH2:8][CH2:7][C:6]1([O:12][Si](C)(C)C)[C:10]#[N:11]. (6) Given the product [F:24][C:19]1[CH:18]=[C:17]([CH:22]=[CH:21][C:20]=1[F:23])[CH2:16][NH:15][C:13](=[O:14])[C:12]1[CH:25]=[C:26]([C:29]([F:32])([F:31])[F:30])[CH:27]=[N:28][C:11]=1[NH:46][CH2:45][C:44]1[CH:43]=[CH:42][C:41]([B:36]2[O:37][C:38]([CH3:40])([CH3:39])[C:34]([CH3:49])([CH3:33])[O:35]2)=[CH:48][CH:47]=1, predict the reactants needed to synthesize it. The reactants are: C(N(CC)C(C)C)(C)C.Cl[C:11]1[N:28]=[CH:27][C:26]([C:29]([F:32])([F:31])[F:30])=[CH:25][C:12]=1[C:13]([NH:15][CH2:16][C:17]1[CH:22]=[CH:21][C:20]([F:23])=[C:19]([F:24])[CH:18]=1)=[O:14].[CH3:33][C:34]1([CH3:49])[C:38]([CH3:40])([CH3:39])[O:37][B:36]([C:41]2[CH:48]=[CH:47][C:44]([CH2:45][NH2:46])=[CH:43][CH:42]=2)[O:35]1.Cl.CS(C)=O. (7) Given the product [C:1]([C:3]1[CH:4]=[C:5]([CH:33]=[CH:34][CH:35]=1)[C:6]([NH:8][C:9]1[C:10]([NH:21][C:22](=[O:32])[C:23]2[CH:24]=[CH:25][C:26]([CH:29]([CH3:31])[CH3:30])=[CH:27][CH:28]=2)=[CH:11][C:12]([CH2:15][C:16]([OH:18])=[O:17])=[CH:13][CH:14]=1)=[O:7])#[N:2], predict the reactants needed to synthesize it. The reactants are: [C:1]([C:3]1[CH:4]=[C:5]([CH:33]=[CH:34][CH:35]=1)[C:6]([NH:8][C:9]1[C:10]([NH:21][C:22](=[O:32])[C:23]2[CH:28]=[CH:27][C:26]([CH:29]([CH3:31])[CH3:30])=[CH:25][CH:24]=2)=[CH:11][C:12]([CH2:15][C:16]([O:18]CC)=[O:17])=[CH:13][CH:14]=1)=[O:7])#[N:2].[Li+].[OH-]. (8) Given the product [O:1]1[C:5]2[CH:6]=[CH:7][C:8]([C:10]3[N:12]=[N:13][NH:14][N:11]=3)=[CH:9][C:4]=2[O:3][CH2:2]1, predict the reactants needed to synthesize it. The reactants are: [O:1]1[C:5]2[CH:6]=[CH:7][C:8]([C:10]#[N:11])=[CH:9][C:4]=2[O:3][CH2:2]1.[N-:12]=[N+:13]=[N-:14].[Na+].[Cl-].[NH4+].Cl.